Dataset: Forward reaction prediction with 1.9M reactions from USPTO patents (1976-2016). Task: Predict the product of the given reaction. (1) Given the reactants [C:1]([C:8]1NC=CN=1)([C:3]1[NH:4][CH:5]=[CH:6]N=1)=O.[C:13](O)(=[O:23])[C:14]1[CH:22]=[CH:21][C:20]2[O:19][CH2:18][O:17][C:16]=2[CH:15]=1.C(Cl)(=O)C1C=CC2OCOC=2C=1.N1CC=CCC1, predict the reaction product. The product is: [O:19]1[C:20]2[CH:21]=[CH:22][C:14]([C:13]([N:4]3[CH2:5][CH:6]=[CH:8][CH2:1][CH2:3]3)=[O:23])=[CH:15][C:16]=2[O:17][CH2:18]1. (2) Given the reactants N([O-])=O.[Na+].N[C:6]1[CH:14]=[CH:13][C:9]([C:10]([OH:12])=[O:11])=[CH:8][C:7]=1[O:15][CH3:16].Cl.[I-:18].[Na+], predict the reaction product. The product is: [I:18][C:6]1[CH:14]=[CH:13][C:9]([C:10]([OH:12])=[O:11])=[CH:8][C:7]=1[O:15][CH3:16].